This data is from Reaction yield outcomes from USPTO patents with 853,638 reactions. The task is: Predict the reaction yield, written as a fraction of the theoretical maximum amount of product (1.0 means a 100% yield; for example, 0.34 means a 34% yield). (1) The yield is 0.260. The product is [NH:5]([C:6]1[N:11]=[C:10]([C:12]2[N:16]([CH3:21])[C:15]([CH3:17])=[N:14][CH:13]=2)[CH:9]=[CH:8][N:7]=1)[C:4]1[CH:18]=[CH:19][CH:20]=[CH:2][CH:3]=1. The reactants are Cl[C:2]1[CH:3]=[C:4]([CH:18]=[CH:19][CH:20]=1)[NH:5][C:6]1[N:11]=[C:10]([C:12]2[NH:16][C:15]([CH3:17])=[N:14][CH:13]=2)[CH:9]=[CH:8][N:7]=1.[C:21](=O)(O)O.C1(NC(N)=N)C=CC=CC=1. No catalyst specified. (2) The reactants are Br[CH2:2][C:3]([C:5]1[C:13]2[C:8](=[N:9][CH:10]=[C:11]([Br:14])[CH:12]=2)[NH:7][CH:6]=1)=O.[C:15]([N:22]1[CH2:27][CH2:26][CH:25]([C:28]([NH2:30])=[S:29])[CH2:24][CH2:23]1)([O:17][C:18]([CH3:21])([CH3:20])[CH3:19])=[O:16].C([O-])(O)=O.[Na+]. The catalyst is C1COCC1. The product is [C:18]([O:17][C:15]([N:22]1[CH2:27][CH2:26][CH:25]([C:28]2[S:29][CH:2]=[C:3]([C:5]3[C:13]4[C:8](=[N:9][CH:10]=[C:11]([Br:14])[CH:12]=4)[NH:7][CH:6]=3)[N:30]=2)[CH2:24][CH2:23]1)=[O:16])([CH3:21])([CH3:19])[CH3:20]. The yield is 1.00. (3) The reactants are [Cl:1][C:2]1[CH:16]=[CH:15][CH:14]=[CH:13][C:3]=1[CH:4]=[C:5]([C:10]([CH3:12])=O)[C:6]([O:8][CH3:9])=[O:7].[NH2:17]/[C:18](/[CH2:25][O:26][CH2:27][CH2:28][N:29]1[C:33](=[O:34])[C:32]2=[CH:35][CH:36]=[CH:37][CH:38]=[C:31]2[C:30]1=[O:39])=[CH:19]\[C:20]([O:22][CH2:23][CH3:24])=[O:21].CO. The catalyst is CC(O)C. The product is [CH3:24][CH2:23][O:22][C:20]([C:19]1[CH:4]([C:3]2[C:2]([Cl:1])=[CH:16][CH:15]=[CH:14][CH:13]=2)[C:5]([C:6]([O:8][CH3:9])=[O:7])=[C:10]([CH3:12])[NH:17][C:18]=1[CH2:25][O:26][CH2:27][CH2:28][N:29]1[C:30](=[O:39])[C:31]2[C:32](=[CH:35][CH:36]=[CH:37][CH:38]=2)[C:33]1=[O:34])=[O:21]. The yield is 0.00860. (4) The reactants are [NH:1]1[CH2:6][CH2:5][CH2:4][C@@H:3]([NH:7][C:8](=[O:14])[O:9][C:10]([CH3:13])([CH3:12])[CH3:11])[CH2:2]1.[Br:15][C:16]1[C:17](F)=[C:18]2[C:24]([NH:25][C:26](=[O:30])[CH:27]([CH3:29])[CH3:28])=[CH:23][NH:22][C:19]2=[N:20][CH:21]=1. The catalyst is CCCCO. The product is [Br:15][C:16]1[C:17]([N:1]2[CH2:6][CH2:5][CH2:4][C@@H:3]([NH:7][C:8](=[O:14])[O:9][C:10]([CH3:11])([CH3:13])[CH3:12])[CH2:2]2)=[C:18]2[C:24]([NH:25][C:26](=[O:30])[CH:27]([CH3:28])[CH3:29])=[CH:23][NH:22][C:19]2=[N:20][CH:21]=1. The yield is 0.470. (5) The reactants are [OH-].[K+].[CH2:3]([O:10][C:11]1[CH:20]=[C:19]([O:21][CH2:22][C:23]2[CH:28]=[CH:27][CH:26]=[CH:25][CH:24]=2)[C:18]([C:29]([CH3:31])=[CH2:30])=[CH:17][C:12]=1[C:13]([O:15]C)=[O:14])[C:4]1[CH:9]=[CH:8][CH:7]=[CH:6][CH:5]=1. The catalyst is CO.O. The product is [CH2:3]([O:10][C:11]1[CH:20]=[C:19]([O:21][CH2:22][C:23]2[CH:28]=[CH:27][CH:26]=[CH:25][CH:24]=2)[C:18]([C:29]([CH3:31])=[CH2:30])=[CH:17][C:12]=1[C:13]([OH:15])=[O:14])[C:4]1[CH:5]=[CH:6][CH:7]=[CH:8][CH:9]=1. The yield is 0.950. (6) The reactants are [NH2:1][C:2]1[N:6]([CH3:7])[C:5](=[O:8])[C:4]([C:19]2[CH:24]=[CH:23][C:22]([F:25])=[C:21](Br)[CH:20]=2)([C:9]2[CH:14]=[CH:13][C:12]([O:15][CH:16]([F:18])[F:17])=[CH:11][CH:10]=2)[N:3]=1.[CH3:27][S:28]([O:31][C:32]1[CH:37]=[C:36](B2OC(C)(C)C(C)(C)O2)[CH:35]=[C:34]([O:47][CH3:48])[CH:33]=1)(=[O:30])=[O:29].[ClH:49]. The catalyst is ClCCl.C(OCC)C. The product is [ClH:49].[CH3:27][S:28]([O:31][C:32]1[CH:37]=[C:36]([C:21]2[CH:20]=[C:19]([C:4]3([C:9]4[CH:14]=[CH:13][C:12]([O:15][CH:16]([F:17])[F:18])=[CH:11][CH:10]=4)[C:5](=[O:8])[N:6]([CH3:7])[C:2]([NH2:1])=[N:3]3)[CH:24]=[CH:23][C:22]=2[F:25])[CH:35]=[C:34]([O:47][CH3:48])[CH:33]=1)(=[O:30])=[O:29]. The yield is 0.310.